Dataset: Forward reaction prediction with 1.9M reactions from USPTO patents (1976-2016). Task: Predict the product of the given reaction. (1) Given the reactants C(O)C.[Na].[N:5]([CH2:18][C:19]([O:21][CH2:22][CH3:23])=[O:20])([CH2:12][C:13]([O:15][CH2:16][CH3:17])=[O:14])[CH2:6][C:7]([O:9][CH2:10][CH3:11])=[O:8].[C:24](OCC)(=[O:30])[C:25](OCC)=[O:26], predict the reaction product. The product is: [CH2:16]([O:15][C:13](=[O:14])[CH2:12][N:5]1[C:18]([C:19]([O:21][CH2:22][CH3:23])=[O:20])=[C:25]([OH:26])[C:24]([OH:30])=[C:6]1[C:7]([O:9][CH2:10][CH3:11])=[O:8])[CH3:17]. (2) Given the reactants C(=O)([O-])O.[Na+].Cl[C:7]1[N:8]=[CH:9][C:10]([C:13]([O:15]C)=[O:14])=[N:11][CH:12]=1.CC1(C)C(C)(C)OB([C:25]2[CH2:26][CH2:27][N:28]([C:31]([O:33][C:34]([CH3:37])([CH3:36])[CH3:35])=[O:32])[CH2:29][CH:30]=2)O1.C1(P(C2C=CC=CC=2)C2C=CC=CC=2)C=CC=CC=1, predict the reaction product. The product is: [CH3:37][C:34]([O:33][C:31]([N:28]1[CH2:27][CH:26]=[C:25]([C:7]2[N:8]=[CH:9][C:10]([C:13]([OH:15])=[O:14])=[N:11][CH:12]=2)[CH2:30][CH2:29]1)=[O:32])([CH3:35])[CH3:36]. (3) Given the reactants Br[C:2]1[N:7]=[C:6]([CH2:8][N:9]([CH2:13][CH2:14][CH3:15])[CH2:10][CH2:11][CH3:12])[CH:5]=[CH:4][CH:3]=1.[CH3:16][C:17]1[CH:22]=[C:21]([CH3:23])[CH:20]=[C:19]([CH3:24])[C:18]=1B(O)O.CC(C)([O-])C.[K+], predict the reaction product. The product is: [C:17]1([CH3:16])[CH:22]=[C:21]([CH3:23])[CH:20]=[C:19]([CH3:24])[C:18]=1[C:2]1[N:7]=[C:6]([CH2:8][N:9]([CH2:13][CH2:14][CH3:15])[CH2:10][CH2:11][CH3:12])[CH:5]=[CH:4][CH:3]=1. (4) Given the reactants Cl.Cl.[F:3][C:4]1[CH:9]=[C:8]([F:10])[CH:7]=[CH:6][C:5]=1[N:11]1[CH2:16][CH2:15][NH:14][CH2:13][CH2:12]1.[Cl:17][CH2:18][C:19]1[CH:24]=[CH:23][C:22]([C:25]([NH:28][C:29](=[O:31])[CH3:30])([CH3:27])[CH3:26])=[CH:21][CH:20]=1, predict the reaction product. The product is: [ClH:17].[CH3:27][C:25]([NH:28][C:29](=[O:31])[CH3:30])([C:22]1[CH:23]=[CH:24][C:19]([CH2:18][N:14]2[CH2:13][CH2:12][N:11]([C:5]3[CH:6]=[CH:7][C:8]([F:10])=[CH:9][C:4]=3[F:3])[CH2:16][CH2:15]2)=[CH:20][CH:21]=1)[CH3:26]. (5) Given the reactants [N:1]1[CH:6]=[CH:5][CH:4]=[N:3][C:2]=1[S:7][CH2:8][CH:9]1[CH:13]=[C:12]([C:14]2[CH:19]=[CH:18][C:17]([N:20]3[CH2:24][C@H:23]([CH2:25][NH:26][C:27](=[O:29])[CH3:28])[O:22][C:21]3=[O:30])=[CH:16][CH:15]=2)[CH2:11][N:10]1C(C1C=CC=CC=1)(C1C=CC=CC=1)C1C=CC=CC=1.Cl.CC(C)=O.Cl, predict the reaction product. The product is: [N:1]1[CH:6]=[CH:5][CH:4]=[N:3][C:2]=1[S:7][CH2:8][CH:9]1[CH:13]=[C:12]([C:14]2[CH:19]=[CH:18][C:17]([N:20]3[CH2:24][C@H:23]([CH2:25][NH:26][C:27](=[O:29])[CH3:28])[O:22][C:21]3=[O:30])=[CH:16][CH:15]=2)[CH2:11][NH:10]1.